This data is from Reaction yield outcomes from USPTO patents with 853,638 reactions. The task is: Predict the reaction yield, written as a fraction of the theoretical maximum amount of product (1.0 means a 100% yield; for example, 0.34 means a 34% yield). (1) The reactants are [F:1][C:2]1[CH:3]=[C:4]([NH:28][C:29]([C:31]2[C:32](=[O:44])[N:33]([C:37]3[CH:42]=[CH:41][C:40]([F:43])=[CH:39][CH:38]=3)[CH:34]=[CH:35][CH:36]=2)=[O:30])[CH:5]=[CH:6][C:7]=1[O:8][C:9]1[CH:14]=[CH:13][N:12]=[C:11]2[N:15](CC3C=CC(OC)=CC=3)[N:16]=[C:17]([CH3:18])[C:10]=12.C(O)(C(F)(F)F)=O. No catalyst specified. The product is [F:1][C:2]1[CH:3]=[C:4]([NH:28][C:29]([C:31]2[C:32](=[O:44])[N:33]([C:37]3[CH:38]=[CH:39][C:40]([F:43])=[CH:41][CH:42]=3)[CH:34]=[CH:35][CH:36]=2)=[O:30])[CH:5]=[CH:6][C:7]=1[O:8][C:9]1[CH:14]=[CH:13][N:12]=[C:11]2[NH:15][N:16]=[C:17]([CH3:18])[C:10]=12. The yield is 0.740. (2) The product is [F:1][C:2]1[CH:3]=[C:4]([CH:14]([NH:16][C:17]([C:19]2[N:20]=[C:21]([O:35][C:31]3[CH:32]=[CH:33][CH:34]=[C:29]([CH:25]4[CH2:28][CH2:27][CH2:26]4)[CH:30]=3)[O:22][CH:23]=2)=[O:18])[CH3:15])[CH:5]=[C:6]([F:13])[C:7]=1[NH:8][S:9]([CH3:12])(=[O:11])=[O:10]. The reactants are [F:1][C:2]1[CH:3]=[C:4]([CH:14]([NH:16][C:17]([C:19]2[N:20]=[C:21](Cl)[O:22][CH:23]=2)=[O:18])[CH3:15])[CH:5]=[C:6]([F:13])[C:7]=1[NH:8][S:9]([CH3:12])(=[O:11])=[O:10].[CH:25]1([C:29]2[CH:30]=[C:31]([OH:35])[CH:32]=[CH:33][CH:34]=2)[CH2:28][CH2:27][CH2:26]1. No catalyst specified. The yield is 0.980. (3) The reactants are [OH:1]/[N:2]=[C:3](/[C:6]1[CH:11]=[CH:10][CH:9]=[CH:8][CH:7]=1)\[C:4]#[N:5].Cl.Cl[CH2:14][C:15]1[N:16]=[C:17]([NH2:20])[S:18][CH:19]=1.[I-].[K+].C(=O)([O-])[O-].[Cs+].[Cs+]. The catalyst is C(#N)C.CN(C=O)C. The product is [NH2:20][C:17]1[S:18][CH:19]=[C:15]([CH2:14][O:1]/[N:2]=[C:3](/[C:6]2[CH:11]=[CH:10][CH:9]=[CH:8][CH:7]=2)\[C:4]#[N:5])[N:16]=1. The yield is 0.900. (4) The reactants are [CH2:1]([C:4]1[C:5]([OH:30])=[C:6]([C:20]([O:22][CH2:23][C:24]2[CH:29]=[CH:28][CH:27]=[CH:26][CH:25]=2)=[O:21])[C:7](=[O:19])[NH:8][C:9]=1[C:10]1[CH:15]=[CH:14][C:13]([N:16]([CH3:18])[CH3:17])=[CH:12][CH:11]=1)[CH:2]=C.N1C(C)=CC=CC=1C.[O:39]1CCOCC1.O. The catalyst is CCOC(C)=O. The product is [CH3:18][N:16]([CH3:17])[C:13]1[CH:12]=[CH:11][C:10]([C:9]2[NH:8][C:7](=[O:19])[C:6]([C:20]([O:22][CH2:23][C:24]3[CH:25]=[CH:26][CH:27]=[CH:28][CH:29]=3)=[O:21])=[C:5]([OH:30])[C:4]=2[CH2:1][CH:2]=[O:39])=[CH:15][CH:14]=1. The yield is 0.500. (5) The reactants are [Cl:1][C:2]1[NH:10][C:9]2[C:8](=[O:11])[N:7]([CH3:12])[C:6](=[O:13])[N:5]([CH3:14])[C:4]=2[N:3]=1.C(=O)([O-])[O-].[K+].[K+].Br[CH2:22][C:23]1[CH:28]=[CH:27][C:26]([Cl:29])=[CH:25][CH:24]=1. The catalyst is CN(C=O)C.O. The product is [Cl:1][C:2]1[N:10]([CH2:22][C:23]2[CH:28]=[CH:27][C:26]([Cl:29])=[CH:25][CH:24]=2)[C:9]2[C:8](=[O:11])[N:7]([CH3:12])[C:6](=[O:13])[N:5]([CH3:14])[C:4]=2[N:3]=1. The yield is 1.00.